Dataset: Forward reaction prediction with 1.9M reactions from USPTO patents (1976-2016). Task: Predict the product of the given reaction. (1) Given the reactants [CH3:1][S:2][C:3]1[N:8]=[C:7]([NH:9][CH2:10][C:11]2[CH:12]=[N:13][CH:14]=[CH:15][CH:16]=2)[N:6]2[N:17]=[CH:18][CH:19]=[C:5]2[N:4]=1.[Cl-].Cl[CH:22]=[N+:23]([CH3:25])[CH3:24].C(Cl)(Cl)Cl.CO, predict the reaction product. The product is: [CH3:22][N:23]([CH2:25][C:19]1[CH:18]=[N:17][N:6]2[C:7]([NH:9][CH2:10][C:11]3[CH:12]=[N:13][CH:14]=[CH:15][CH:16]=3)=[N:8][C:3]([S:2][CH3:1])=[N:4][C:5]=12)[CH3:24]. (2) The product is: [NH2:26][C:21]1[CH:22]=[CH:23][CH:24]=[CH:25][C:20]=1[CH2:19][N:15]1[CH2:16][C:17](=[O:18])[N:13]([C:11]2[CH:10]=[N:9][N:8]([CH2:7][C:6]3[C:2]([CH3:1])=[N:3][O:4][C:5]=3[CH3:30])[CH:12]=2)[C:14]1=[O:29]. Given the reactants [CH3:1][C:2]1[C:6]([CH2:7][N:8]2[CH:12]=[C:11]([N:13]3[C:17](=[O:18])[CH2:16][N:15]([CH2:19][C:20]4[CH:25]=[CH:24][CH:23]=[CH:22][C:21]=4[N+:26]([O-])=O)[C:14]3=[O:29])[CH:10]=[N:9]2)=[C:5]([CH3:30])[O:4][N:3]=1, predict the reaction product. (3) Given the reactants [Br:1][C:2]1[CH:7]=[CH:6][N:5]=[C:4]([NH:8][C:9](=[O:15])[O:10][C:11]([CH3:14])([CH3:13])[CH3:12])[CH:3]=1.[H-].[Na+].I[CH3:19], predict the reaction product. The product is: [Br:1][C:2]1[CH:7]=[CH:6][N:5]=[C:4]([N:8]([CH3:19])[C:9](=[O:15])[O:10][C:11]([CH3:12])([CH3:14])[CH3:13])[CH:3]=1.